Dataset: Peptide-MHC class I binding affinity with 185,985 pairs from IEDB/IMGT. Task: Regression. Given a peptide amino acid sequence and an MHC pseudo amino acid sequence, predict their binding affinity value. This is MHC class I binding data. (1) The peptide sequence is APRALLLLL. The MHC is HLA-A69:01 with pseudo-sequence HLA-A69:01. The binding affinity (normalized) is 0.0847. (2) The peptide sequence is TSPLSINTRM. The MHC is Mamu-A01 with pseudo-sequence Mamu-A01. The binding affinity (normalized) is 0.880. (3) The peptide sequence is TLYAVATTV. The MHC is HLA-A02:03 with pseudo-sequence HLA-A02:03. The binding affinity (normalized) is 0.921. (4) The peptide sequence is YRHDGGNVL. The MHC is Patr-A0701 with pseudo-sequence Patr-A0701. The binding affinity (normalized) is 0. (5) The peptide sequence is QMKFYAVAL. The MHC is HLA-E01:03 with pseudo-sequence HLA-E01:03. The binding affinity (normalized) is 0.324. (6) The peptide sequence is LLWFHISCL. The MHC is HLA-A03:01 with pseudo-sequence HLA-A03:01. The binding affinity (normalized) is 0.252.